Predict the product of the given reaction. From a dataset of Forward reaction prediction with 1.9M reactions from USPTO patents (1976-2016). Given the reactants F[P-](F)(F)(F)(F)F.[N:8]1(O[P+](N(C)C)(N(C)C)N(C)C)[C:12]2[CH:13]=CC=C[C:11]=2N=N1.[OH:28][CH:29]1[CH2:32][N:31]([C:33]2[CH:41]=[CH:40][C:36]([C:37]([OH:39])=O)=[CH:35][CH:34]=2)[CH2:30]1.CC(N)C.C(N(CC)C(C)C)(C)C, predict the reaction product. The product is: [OH:28][CH:29]1[CH2:30][N:31]([C:33]2[CH:34]=[CH:35][C:36]([C:37]([NH:8][CH:12]([CH3:13])[CH3:11])=[O:39])=[CH:40][CH:41]=2)[CH2:32]1.